From a dataset of Catalyst prediction with 721,799 reactions and 888 catalyst types from USPTO. Predict which catalyst facilitates the given reaction. (1) Reactant: COC1C=C(OC)C=CC=1C[N:6]([C:31]1[CH:36]=[CH:35][N:34]=[CH:33][N:32]=1)[S:7]([C:10]1[CH:15]=[C:14]([F:16])[C:13]([O:17][C@H:18]2[CH2:22][C@H:21]([F:23])[CH2:20][C@@H:19]2[C:24]2[N:28]([CH3:29])[N:27]=[CH:26][CH:25]=2)=[CH:12][C:11]=1[F:30])(=[O:9])=[O:8].C([SiH](CC)CC)C.FC(F)(F)C(O)=O. The catalyst class is: 4. Product: [F:30][C:11]1[CH:12]=[C:13]([O:17][C@H:18]2[CH2:22][C@H:21]([F:23])[CH2:20][C@@H:19]2[C:24]2[N:28]([CH3:29])[N:27]=[CH:26][CH:25]=2)[C:14]([F:16])=[CH:15][C:10]=1[S:7]([NH:6][C:31]1[CH:36]=[CH:35][N:34]=[CH:33][N:32]=1)(=[O:9])=[O:8]. (2) Reactant: [ClH:1].C(OC([N:9]([CH2:25][CH2:26][C:27]1[CH:32]=[C:31]([F:33])[CH:30]=[CH:29][C:28]=1[O:34][CH2:35][C:36]1[CH:41]=[CH:40][C:39]([CH2:42][CH2:43][C:44]2[CH:49]=[CH:48][C:47]([C:50]([F:53])([F:52])[F:51])=[CH:46][CH:45]=2)=[CH:38][CH:37]=1)[CH:10]1[CH2:19][CH2:18][CH2:17][C:16]2[N:15]=[C:14]([C:20]([O:22][CH2:23][CH3:24])=[O:21])[CH:13]=[CH:12][C:11]1=2)=O)(C)(C)C. Product: [ClH:1].[ClH:1].[F:33][C:31]1[CH:30]=[CH:29][C:28]([O:34][CH2:35][C:36]2[CH:41]=[CH:40][C:39]([CH2:42][CH2:43][C:44]3[CH:45]=[CH:46][C:47]([C:50]([F:53])([F:51])[F:52])=[CH:48][CH:49]=3)=[CH:38][CH:37]=2)=[C:27]([CH2:26][CH2:25][NH:9][CH:10]2[CH2:19][CH2:18][CH2:17][C:16]3[N:15]=[C:14]([C:20]([O:22][CH2:23][CH3:24])=[O:21])[CH:13]=[CH:12][C:11]2=3)[CH:32]=1. The catalyst class is: 12. (3) Reactant: F[P-](F)(F)(F)(F)F.C[N+](C)=C(N(C)C)ON1C2N=CC=CC=2N=N1.[NH2:25][C:26]1[N:35]=[C:34]([N:36]2[CH2:41][CH2:40][N:39]([CH3:42])[CH2:38][CH2:37]2)[C:33]2[C:28](=[CH:29][C:30]([C:43](O)=[O:44])=[CH:31][CH:32]=2)[N:27]=1.C(N(CC)C(C)C)(C)C.[NH2:55][C@@H:56]([CH2:61][C:62]1[CH:67]=[CH:66][C:65]([C:68]2[CH:73]=[CH:72][CH:71]=[CH:70][CH:69]=2)=[CH:64][CH:63]=1)[C:57]([O:59][CH3:60])=[O:58]. The catalyst class is: 9. Product: [NH2:25][C:26]1[N:35]=[C:34]([N:36]2[CH2:37][CH2:38][N:39]([CH3:42])[CH2:40][CH2:41]2)[C:33]2[C:28](=[CH:29][C:30]([C:43]([NH:55][C@@H:56]([CH2:61][C:62]3[CH:67]=[CH:66][C:65]([C:68]4[CH:73]=[CH:72][CH:71]=[CH:70][CH:69]=4)=[CH:64][CH:63]=3)[C:57]([O:59][CH3:60])=[O:58])=[O:44])=[CH:31][CH:32]=2)[N:27]=1. (4) Reactant: [C:1]([CH:3]([CH:7]1[C:11]([Cl:12])=[C:10](Cl)C(=O)O1)[C:4]([NH2:6])=[O:5])#[N:2].[F:15][C:16]1[CH:17]=[C:18]([C@H:23]([NH2:25])[CH3:24])[CH:19]=[C:20]([F:22])[CH:21]=1.C(N(CC)CC)C. Product: [ClH:12].[Cl:12][C:11]1[CH:7]=[C:3]([C:4]([NH2:6])=[O:5])[C:1](=[NH:2])[N:25]([C@@H:23]([C:18]2[CH:19]=[C:20]([F:22])[CH:21]=[C:16]([F:15])[CH:17]=2)[CH3:24])[CH:10]=1. The catalyst class is: 5. (5) Product: [C:42]([O:41][C:39]([N:33]1[CH2:34][C:35]2([CH2:36][N:37]([C:2]3[N:7]=[C:6]([N:8]4[C:12]5[CH:13]=[CH:14][CH:15]=[CH:16][C:11]=5[N:10]=[C:9]4[CH:17]([F:18])[F:19])[N:5]=[C:4]([N:20]4[CH2:25][CH2:24][O:23][CH2:22][CH2:21]4)[N:3]=3)[CH2:38]2)[CH2:32]1)=[O:40])([CH3:45])([CH3:43])[CH3:44]. Reactant: Cl[C:2]1[N:7]=[C:6]([N:8]2[C:12]3[CH:13]=[CH:14][CH:15]=[CH:16][C:11]=3[N:10]=[C:9]2[CH:17]([F:19])[F:18])[N:5]=[C:4]([N:20]2[CH2:25][CH2:24][O:23][CH2:22][CH2:21]2)[N:3]=1.C(=O)([O-])[O-].[K+].[K+].[CH2:32]1[C:35]2([CH2:38][NH:37][CH2:36]2)[CH2:34][N:33]1[C:39]([O:41][C:42]([CH3:45])([CH3:44])[CH3:43])=[O:40]. The catalyst class is: 3. (6) Reactant: [CH2:1]([C:7]1[CH:12]=[CH:11][C:10]([CH2:13][C:14]([O:16][CH2:17][CH3:18])=[O:15])=[CH:9][CH:8]=1)[CH2:2][CH2:3][CH2:4][CH2:5][CH3:6].CO[CH:21](OC)[N:22]([CH3:24])[CH3:23]. Product: [CH3:21][N:22]([CH3:24])[CH:23]=[C:13]([C:10]1[CH:11]=[CH:12][C:7]([CH2:1][CH2:2][CH2:3][CH2:4][CH2:5][CH3:6])=[CH:8][CH:9]=1)[C:14]([O:16][CH2:17][CH3:18])=[O:15]. The catalyst class is: 483.